The task is: Regression. Given a peptide amino acid sequence and an MHC pseudo amino acid sequence, predict their binding affinity value. This is MHC class I binding data.. This data is from Peptide-MHC class I binding affinity with 185,985 pairs from IEDB/IMGT. (1) The peptide sequence is LPEDIEQMAN. The MHC is HLA-B51:01 with pseudo-sequence HLA-B51:01. The binding affinity (normalized) is 0. (2) The peptide sequence is ALSGFYYVQ. The MHC is HLA-A02:12 with pseudo-sequence HLA-A02:12. The binding affinity (normalized) is 0.289. (3) The peptide sequence is EKEGKISKI. The MHC is HLA-A33:01 with pseudo-sequence HLA-A33:01. The binding affinity (normalized) is 0. (4) The peptide sequence is SLEGDLEDL. The MHC is HLA-A02:01 with pseudo-sequence HLA-A02:01. The binding affinity (normalized) is 0.355.